From a dataset of Full USPTO retrosynthesis dataset with 1.9M reactions from patents (1976-2016). Predict the reactants needed to synthesize the given product. (1) The reactants are: [CH3:1][O:2][C:3](=[O:12])[C:4]1[CH:9]=[C:8]([OH:10])[CH:7]=[C:6]([OH:11])[CH:5]=1.N1C=CC=CC=1.[S:19](O[S:19]([C:22]([F:25])([F:24])[F:23])(=[O:21])=[O:20])([C:22]([F:25])([F:24])[F:23])(=[O:21])=[O:20]. Given the product [F:23][C:22]([F:25])([F:24])[S:19]([O:11][C:6]1[CH:5]=[C:4]([CH:9]=[C:8]([O:10][S:19]([C:22]([F:23])([F:24])[F:25])(=[O:20])=[O:21])[CH:7]=1)[C:3]([O:2][CH3:1])=[O:12])(=[O:21])=[O:20], predict the reactants needed to synthesize it. (2) Given the product [NH2:39][C:40]1([C:44]2[CH:49]=[CH:48][C:47]([C:50]3[C:51]([C:67]4[CH:68]=[CH:69][CH:70]=[CH:71][CH:72]=4)=[CH:52][C:53]4[N:58]([CH2:59][C:60]#[N:61])[C:57](=[O:62])[CH:56]([CH2:63][O:64][CH3:65])[O:55][C:54]=4[N:66]=3)=[CH:46][CH:45]=2)[CH2:41][CH2:42][CH2:43]1, predict the reactants needed to synthesize it. The reactants are: NC1(C2C=CC(C3C(C4C=CC=CC=4)=CC4N(CCC#N)C(=O)COC=4N=3)=CC=2)CCC1.C(OC(=O)[NH:39][C:40]1([C:44]2[CH:49]=[CH:48][C:47]([C:50]3[C:51]([C:67]4[CH:72]=[CH:71][CH:70]=[CH:69][CH:68]=4)=[CH:52][C:53]4[N:58]([CH2:59][C:60]#[N:61])[C:57](=[O:62])[CH:56]([CH2:63][O:64][CH3:65])[O:55][C:54]=4[N:66]=3)=[CH:46][CH:45]=2)[CH2:43][CH2:42][CH2:41]1)(C)(C)C. (3) Given the product [CH:45]1([NH:48][C:2]2[N:3]=[C:4]([NH:19][C:20](=[O:24])[CH:21]([CH3:23])[CH3:22])[N:5]=[C:6]3[C:7]=2[N:8]=[CH:9][N:11]3[C@@H:12]2[CH2:16][C@H:15]([CH2:17][OH:18])[CH:14]=[CH:13]2)[CH2:47][CH2:46]1, predict the reactants needed to synthesize it. The reactants are: Cl[C:2]1[C:7]([NH:8][CH:9]=O)=[C:6]([NH:11][C@@H:12]2[CH2:16][C@H:15]([CH2:17][OH:18])[CH:14]=[CH:13]2)[N:5]=[C:4]([NH:19][C:20](=[O:24])[CH:21]([CH3:23])[CH3:22])[N:3]=1.Cl.C(O)(C)C.C(OCC)(OCC)OCC.C([O-])(O)=O.[Na+].[CH:45]1([NH2:48])[CH2:47][CH2:46]1.